Dataset: NCI-60 drug combinations with 297,098 pairs across 59 cell lines. Task: Regression. Given two drug SMILES strings and cell line genomic features, predict the synergy score measuring deviation from expected non-interaction effect. (1) Drug 1: CC1=C(C=C(C=C1)C(=O)NC2=CC(=CC(=C2)C(F)(F)F)N3C=C(N=C3)C)NC4=NC=CC(=N4)C5=CN=CC=C5. Drug 2: CCC1(C2=C(COC1=O)C(=O)N3CC4=CC5=C(C=CC(=C5CN(C)C)O)N=C4C3=C2)O.Cl. Cell line: NCI-H460. Synergy scores: CSS=21.1, Synergy_ZIP=4.96, Synergy_Bliss=-0.0566, Synergy_Loewe=-33.1, Synergy_HSA=-0.482. (2) Drug 1: CS(=O)(=O)C1=CC(=C(C=C1)C(=O)NC2=CC(=C(C=C2)Cl)C3=CC=CC=N3)Cl. Cell line: MALME-3M. Synergy scores: CSS=3.29, Synergy_ZIP=-1.44, Synergy_Bliss=0.798, Synergy_Loewe=-5.81, Synergy_HSA=-1.41. Drug 2: C1C(C(OC1N2C=NC3=C(N=C(N=C32)Cl)N)CO)O.